Dataset: Full USPTO retrosynthesis dataset with 1.9M reactions from patents (1976-2016). Task: Predict the reactants needed to synthesize the given product. (1) Given the product [Si:1]([O:8][C:9]1([C:12]2[CH:17]=[CH:16][C:15]([CH:18]([CH3:29])[C:19]([OH:21])=[O:20])=[CH:14][C:13]=2[F:30])[CH2:11][CH2:10]1)([C:4]([CH3:7])([CH3:6])[CH3:5])([CH3:3])[CH3:2], predict the reactants needed to synthesize it. The reactants are: [Si:1]([O:8][C:9]1([C:12]2[CH:17]=[CH:16][C:15]([C:18](=[CH2:29])[C:19]([O:21]CC3C=CC=CC=3)=[O:20])=[CH:14][C:13]=2[F:30])[CH2:11][CH2:10]1)([C:4]([CH3:7])([CH3:6])[CH3:5])([CH3:3])[CH3:2]. (2) Given the product [CH3:14][N:11]1[CH2:12][CH2:13][N:8]([CH2:7][C:5]2[O:6][C:2]([Sn:24]([CH2:26][CH2:27][CH2:28][CH3:29])([CH2:30][CH2:31][CH2:32][CH3:33])[CH2:20][CH2:21][CH2:22][CH3:23])=[CH:3][CH:4]=2)[CH2:9][CH2:10]1, predict the reactants needed to synthesize it. The reactants are: Br[C:2]1[O:6][C:5]([CH2:7][N:8]2[CH2:13][CH2:12][N:11]([CH3:14])[CH2:10][CH2:9]2)=[CH:4][CH:3]=1.C([Li])(C)(C)C.[CH2:20]([Sn:24]([CH2:30][CH2:31][CH2:32][CH3:33])([CH2:26][CH2:27][CH2:28][CH3:29])Cl)[CH2:21][CH2:22][CH3:23]. (3) Given the product [NH2:30][C:24]1([C:22]([NH:21][C@H:3]([C:1]#[N:2])[CH2:4][C:5]2[CH:6]=[CH:7][C:8]([C:11]3[CH:12]=[C:13]4[C:17](=[CH:18][CH:19]=3)[C:16](=[O:20])[NH:15][CH2:14]4)=[CH:9][CH:10]=2)=[O:23])[CH2:29][CH2:28][O:27][CH2:26][CH2:25]1, predict the reactants needed to synthesize it. The reactants are: [C:1]([C@@H:3]([NH:21][C:22]([C:24]1([NH:30]C(=O)OC(C)(C)C)[CH2:29][CH2:28][O:27][CH2:26][CH2:25]1)=[O:23])[CH2:4][C:5]1[CH:10]=[CH:9][C:8]([C:11]2[CH:12]=[C:13]3[C:17](=[CH:18][CH:19]=2)[C:16](=[O:20])[NH:15][CH2:14]3)=[CH:7][CH:6]=1)#[N:2].N. (4) Given the product [F:24][C:15]([F:14])([F:23])[C:16]1[CH:17]=[C:18]([S:22][C@H:6]2[CH2:7][C@H:8]([C:10]([O:12][CH3:13])=[O:11])[CH2:9]2)[CH:19]=[CH:20][CH:21]=1, predict the reactants needed to synthesize it. The reactants are: CS(O[CH:6]1[CH2:9][CH:8]([C:10]([O:12][CH3:13])=[O:11])[CH2:7]1)(=O)=O.[F:14][C:15]([F:24])([F:23])[C:16]1[CH:17]=[C:18]([SH:22])[CH:19]=[CH:20][CH:21]=1. (5) Given the product [Br:1][C:2]1[C:14]2[C:13]3[C:8](=[CH:9][CH:10]=[CH:11][CH:12]=3)[C:7]([CH2:13][CH2:14][CH2:2][CH2:3][CH2:4][CH2:5][CH2:6][CH3:7])([CH2:16][CH2:17][CH2:18][CH2:19][CH2:20][CH2:21][CH2:22][CH3:23])[C:6]=2[CH:5]=[CH:4][CH:3]=1, predict the reactants needed to synthesize it. The reactants are: [Br:1][C:2]1[C:14]2[C:13]3[C:8](=[CH:9][CH:10]=[CH:11][CH:12]=3)[CH2:7][C:6]=2[CH:5]=[CH:4][CH:3]=1.I[CH2:16][CH2:17][CH2:18][CH2:19][CH2:20][CH2:21][CH2:22][CH3:23]. (6) The reactants are: [NH2:1][C:2]1[CH:3]=[C:4]([CH:7]=[CH:8][CH:9]=1)[CH2:5][NH2:6].C(N(CC)CC)C.[C:17](O[C:17]([O:19][C:20]([CH3:23])([CH3:22])[CH3:21])=[O:18])([O:19][C:20]([CH3:23])([CH3:22])[CH3:21])=[O:18]. Given the product [NH2:1][C:2]1[CH:3]=[C:4]([CH:7]=[CH:8][CH:9]=1)[CH2:5][NH:6][C:17](=[O:18])[O:19][C:20]([CH3:23])([CH3:22])[CH3:21], predict the reactants needed to synthesize it.